From a dataset of Reaction yield outcomes from USPTO patents with 853,638 reactions. Predict the reaction yield, written as a fraction of the theoretical maximum amount of product (1.0 means a 100% yield; for example, 0.34 means a 34% yield). (1) The reactants are C([Mg]Br)(C)C.[Li]CCCC.[C:11]([NH2:19])(=[O:18])[C:12]1[CH:17]=[CH:16][CH:15]=[CH:14][CH:13]=1.CN([CH:23]=[O:24])C.[NH4+].[Cl-]. The catalyst is C1COCC1. The product is [CH:23]([C:13]1[CH:14]=[CH:15][CH:16]=[CH:17][C:12]=1[C:11]([NH2:19])=[O:18])=[O:24]. The yield is 0.990. (2) The reactants are [C:1]([O:5][C:6]([N:8]1[CH2:13][CH2:12][N:11]([C:14]2[CH:15]=[N:16][C:17]([NH:20][C:21]3[N:26]=[C:25]([NH:27][CH:28]4[CH2:32][CH2:31][CH2:30][CH2:29]4)[C:24]([NH2:33])=[CH:23][N:22]=3)=[CH:18][CH:19]=2)[CH2:10][CH2:9]1)=[O:7])([CH3:4])([CH3:3])[CH3:2].C[O:35][C:36](=O)[C:37](=O)[CH2:38][CH3:39].C(=O)(O)[O-].[Na+]. The catalyst is CCO.C(O)(=O)C. The product is [C:1]([O:5][C:6]([N:8]1[CH2:13][CH2:12][N:11]([C:14]2[CH:15]=[N:16][C:17]([NH:20][C:21]3[N:22]=[CH:23][C:24]4[N:33]=[C:37]([CH2:38][CH3:39])[C:36](=[O:35])[N:27]([CH:28]5[CH2:32][CH2:31][CH2:30][CH2:29]5)[C:25]=4[N:26]=3)=[CH:18][CH:19]=2)[CH2:10][CH2:9]1)=[O:7])([CH3:4])([CH3:2])[CH3:3]. The yield is 0.457. (3) The reactants are Cl.[NH2:2][C@@H:3]([CH2:8][CH2:9][NH:10][C:11]([O:13][C:14]([CH3:17])([CH3:16])[CH3:15])=[O:12])[C:4]([O:6][CH3:7])=[O:5].[C:18]1([CH:24]([C:35]2[CH:40]=[CH:39][CH:38]=[CH:37][CH:36]=2)[N:25]2[CH:30]=[CH:29][CH:28]=[C:27]([C:31](O)=[O:32])[C:26]2=[O:34])[CH:23]=[CH:22][CH:21]=[CH:20][CH:19]=1.CN(C(ON1N=NC2C=CC=CC1=2)=[N+](C)C)C.F[P-](F)(F)(F)(F)F.CCN(C(C)C)C(C)C. The catalyst is CN(C=O)C.CCOC(C)=O. The product is [C:14]([O:13][C:11]([NH:10][CH2:9][CH2:8][C@H:3]([NH:2][C:31]([C:27]1[C:26](=[O:34])[N:25]([CH:24]([C:18]2[CH:23]=[CH:22][CH:21]=[CH:20][CH:19]=2)[C:35]2[CH:36]=[CH:37][CH:38]=[CH:39][CH:40]=2)[CH:30]=[CH:29][CH:28]=1)=[O:32])[C:4]([O:6][CH3:7])=[O:5])=[O:12])([CH3:17])([CH3:16])[CH3:15]. The yield is 0.780. (4) The product is [F:18][C:4]([C:10]1[N:11]=[C:12]([O:16][CH3:17])[CH:13]=[CH:14][CH:15]=1)([F:3])[CH:5]([OH:6])[OH:7]. The yield is 0.250. The catalyst is CO. The reactants are [BH4-].[Na+].[F:3][C:4]([F:18])([C:10]1[CH:15]=[CH:14][CH:13]=[C:12]([O:16][CH3:17])[N:11]=1)[C:5]([O:7]CC)=[O:6].[Li+].[Cl-].